This data is from Forward reaction prediction with 1.9M reactions from USPTO patents (1976-2016). The task is: Predict the product of the given reaction. (1) Given the reactants [N:1]([CH2:4][CH2:5][CH2:6][C@H:7]1[C:10](=[O:11])[NH:9][C@@H:8]1[C:12]([OH:14])=[O:13])=[N+]=[N-], predict the reaction product. The product is: [NH2:1][CH2:4][CH2:5][CH2:6][C@H:7]1[C:10](=[O:11])[NH:9][C@@H:8]1[C:12]([OH:14])=[O:13]. (2) Given the reactants [NH2:1][C:2]1[S:3][C:4]2[CH2:10][CH:9]([N:11]3C(=O)C4=CC=CC=C4C3=O)[CH2:8][CH2:7][C:5]=2[N:6]=1.O.NN.C(N(CC)CC)C, predict the reaction product. The product is: [NH2:1][C:2]1[S:3][C:4]2[CH2:10][CH:9]([NH2:11])[CH2:8][CH2:7][C:5]=2[N:6]=1. (3) Given the reactants [C:1]([C:3]1[CH:8]=[CH:7][C:6](OS(C2C=CC(C)=CC=2)(=O)=O)=[CH:5][CH:4]=1)#[N:2].[CH:20]#[C:21][CH2:22][CH2:23][CH2:24][CH2:25]CC, predict the reaction product. The product is: [C:20]([C:6]1[CH:5]=[CH:4][C:3]([C:1]#[N:2])=[CH:8][CH:7]=1)#[C:21][CH2:22][CH2:23][CH2:24][CH3:25]. (4) The product is: [CH3:1][CH:9]([C:8](=[O:7])[CH2:14][CH2:15][CH2:16][CH2:17][CH2:18][CH3:19])[C:10]([O:12][CH3:13])=[O:11]. Given the reactants [C:1]([O-])([O-])=O.[K+].[K+].[O:7]=[C:8]([CH2:14][CH2:15][CH2:16][CH2:17][CH2:18][CH3:19])[CH2:9][C:10]([O:12][CH3:13])=[O:11].CI, predict the reaction product. (5) Given the reactants [C:1]([Si:5]([CH3:56])([CH3:55])[O:6][CH2:7][C@@H:8]1[C@H:12]2[O:13][C:14]([CH3:17])([CH3:16])[O:15][C@H:11]2[C@H:10]([N:18]2[CH:26]=[N:25][C:24]3[C:19]2=[N:20][C:21]([Sn](CCCC)(CCCC)CCCC)=[N:22][C:23]=3[NH:27][CH2:28][CH:29]([C:36]2[CH:41]=[CH:40][CH:39]=[CH:38][CH:37]=2)[C:30]2[CH:35]=[CH:34][CH:33]=[CH:32][CH:31]=2)[O:9]1)([CH3:4])([CH3:3])[CH3:2].[I:57]I.O1CCCC1, predict the reaction product. The product is: [Si:5]([O:6][CH2:7][C@@H:8]1[C@H:12]2[O:13][C:14]([CH3:17])([CH3:16])[O:15][C@H:11]2[C@H:10]([N:18]2[CH:26]=[N:25][C:24]3[C:19]2=[N:20][C:21]([I:57])=[N:22][C:23]=3[NH:27][CH2:28][CH:29]([C:36]2[CH:41]=[CH:40][CH:39]=[CH:38][CH:37]=2)[C:30]2[CH:35]=[CH:34][CH:33]=[CH:32][CH:31]=2)[O:9]1)([C:1]([CH3:4])([CH3:3])[CH3:2])([CH3:56])[CH3:55].